From a dataset of NCI-60 drug combinations with 297,098 pairs across 59 cell lines. Regression. Given two drug SMILES strings and cell line genomic features, predict the synergy score measuring deviation from expected non-interaction effect. (1) Drug 1: CC12CCC(CC1=CCC3C2CCC4(C3CC=C4C5=CN=CC=C5)C)O. Drug 2: C1=CC=C(C=C1)NC(=O)CCCCCCC(=O)NO. Cell line: PC-3. Synergy scores: CSS=12.3, Synergy_ZIP=-4.45, Synergy_Bliss=-3.23, Synergy_Loewe=-9.22, Synergy_HSA=-1.69. (2) Drug 1: CC(CN1CC(=O)NC(=O)C1)N2CC(=O)NC(=O)C2. Drug 2: CC1C(C(CC(O1)OC2CC(CC3=C2C(=C4C(=C3O)C(=O)C5=CC=CC=C5C4=O)O)(C(=O)C)O)N)O. Cell line: HS 578T. Synergy scores: CSS=47.0, Synergy_ZIP=-4.54, Synergy_Bliss=-4.25, Synergy_Loewe=-33.3, Synergy_HSA=-1.35. (3) Drug 1: CCC1(CC2CC(C3=C(CCN(C2)C1)C4=CC=CC=C4N3)(C5=C(C=C6C(=C5)C78CCN9C7C(C=CC9)(C(C(C8N6C)(C(=O)OC)O)OC(=O)C)CC)OC)C(=O)OC)O.OS(=O)(=O)O. Drug 2: C1C(C(OC1N2C=NC3=C2NC=NCC3O)CO)O. Cell line: T-47D. Synergy scores: CSS=8.03, Synergy_ZIP=4.21, Synergy_Bliss=0.714, Synergy_Loewe=7.33, Synergy_HSA=1.66. (4) Drug 1: CC(CN1CC(=O)NC(=O)C1)N2CC(=O)NC(=O)C2. Drug 2: CN1C2=C(C=C(C=C2)N(CCCl)CCCl)N=C1CCCC(=O)O.Cl. Cell line: HCT116. Synergy scores: CSS=36.3, Synergy_ZIP=4.39, Synergy_Bliss=5.72, Synergy_Loewe=-5.51, Synergy_HSA=4.18.